This data is from Catalyst prediction with 721,799 reactions and 888 catalyst types from USPTO. The task is: Predict which catalyst facilitates the given reaction. (1) Reactant: [Cl:1][C:2]1[C:7]([Cl:8])=[CH:6][CH:5]=[CH:4][C:3]=1[C:9]1[CH:14]=[CH:13][C:12]([C:15](O)=[O:16])=[C:11]([CH2:18][N:19]2[C:23](=[O:24])[N:22]([CH2:25][C@H:26]([OH:31])[C:27]([F:30])([F:29])[F:28])[C:21]([C:32]3[CH:37]=[CH:36][C:35]([Cl:38])=[CH:34][CH:33]=3)=[N:20]2)[CH:10]=1.C(N(CC)CC)C.ClC(OCC(C)C)=O.[BH4-].[Na+].C(=O)(O)[O-].[Na+]. Product: [Cl:38][C:35]1[CH:36]=[CH:37][C:32]([C:21]2[N:22]([CH2:25][C@H:26]([OH:31])[C:27]([F:29])([F:28])[F:30])[C:23](=[O:24])[N:19]([CH2:18][C:11]3[CH:10]=[C:9]([C:3]4[CH:4]=[CH:5][CH:6]=[C:7]([Cl:8])[C:2]=4[Cl:1])[CH:14]=[CH:13][C:12]=3[CH2:15][OH:16])[N:20]=2)=[CH:33][CH:34]=1. The catalyst class is: 20. (2) Reactant: [CH2:1]([C:8]1[S:9][C:10]([CH3:29])=[C:11]([CH3:28])[C:12]=1[C:13]([C:15]1[CH:20]=[CH:19][C:18]([O:21]C)=[C:17]([CH:23]2[CH2:27][CH2:26][CH2:25][CH2:24]2)[CH:16]=1)=O)[C:2]1[CH:7]=[CH:6][CH:5]=[CH:4][CH:3]=1.B(Br)(Br)Br.O. Product: [CH:23]1([C:17]2[CH:16]=[C:15]([C:13]3[C:12]4[C:11]([CH3:28])=[C:10]([CH3:29])[S:9][C:8]=4[CH:1]=[C:2]4[C:7]=3[CH:6]=[CH:5][CH:4]=[CH:3]4)[CH:20]=[CH:19][C:18]=2[OH:21])[CH2:27][CH2:26][CH2:25][CH2:24]1. The catalyst class is: 2. (3) Product: [CH3:19][C:20]1([CH3:44])[CH2:29][CH2:28][C:27]([CH3:30])([CH3:31])[C:26]2[CH:25]=[C:24]([C:32]3[N:33]=[C:34]([N:37]4[CH2:42][CH2:41][CH:40]([NH:2][C@@H:3]5[CH2:7][CH2:6][C@@H:5]([OH:8])[C@H:4]5[OH:9])[CH2:39][CH2:38]4)[S:35][CH:36]=3)[CH:23]=[CH:22][C:21]1=2. The catalyst class is: 118. Reactant: Cl.[NH2:2][C@@H:3]1[CH2:7][CH2:6][C@@H:5]([OH:8])[C@H:4]1[OH:9].CCN(C(C)C)C(C)C.[CH3:19][C:20]1([CH3:44])[CH2:29][CH2:28][C:27]([CH3:31])([CH3:30])[C:26]2[CH:25]=[C:24]([C:32]3[N:33]=[C:34]([N:37]4[CH2:42][CH2:41][C:40](=O)[CH2:39][CH2:38]4)[S:35][CH:36]=3)[CH:23]=[CH:22][C:21]1=2.C(O)(=O)C.C(O[BH-](OC(=O)C)OC(=O)C)(=O)C.[Na+].C(=O)([O-])O.[Na+]. (4) Product: [CH3:38][O:37][C:34]1[CH:33]=[CH:32][C:31]([C:30]([O:15][CH2:14][C@H:11]2[O:10][C@@H:9]([N:16]3[CH:23]=[CH:22][C:20](=[O:21])[NH:19][C:17]3=[O:18])[C@H:8]([O:7][CH2:6][CH2:5][C:3](=[O:4])[NH:2][CH3:1])[C@@H:12]2[OH:13])([C:39]2[CH:40]=[CH:41][CH:42]=[CH:43][CH:44]=2)[C:29]2[CH:46]=[CH:47][C:26]([O:25][CH3:24])=[CH:27][CH:28]=2)=[CH:36][CH:35]=1. Reactant: [CH3:1][NH:2][C:3]([CH2:5][CH2:6][O:7][C@@H:8]1[C@H:12]([OH:13])[C@@H:11]([CH2:14][OH:15])[O:10][C@H:9]1[N:16]1[CH:23]=[CH:22][C:20](=[O:21])[NH:19][C:17]1=[O:18])=[O:4].[CH3:24][O:25][C:26]1[CH:47]=[CH:46][C:29]([C:30](Cl)([C:39]2[CH:44]=[CH:43][CH:42]=[CH:41][CH:40]=2)[C:31]2[CH:36]=[CH:35][C:34]([O:37][CH3:38])=[CH:33][CH:32]=2)=[CH:28][CH:27]=1. The catalyst class is: 17. (5) Reactant: C(C1C=CC(C2C=CC(C(C)(C)C)=CC=2)=CC=1)(C)(C)C.[Li].Cl[CH:23]1[CH2:28][CH2:27][CH:26]([CH2:29][CH2:30][CH3:31])[CH2:25][CH2:24]1.[CH2:32]([Si:34]([CH2:42][CH3:43])([CH2:40][CH3:41])[C:35]([F:39])=[C:36](F)[F:37])[CH3:33]. Product: [F:39]/[C:35](/[Si:34]([CH2:40][CH3:41])([CH2:42][CH3:43])[CH2:32][CH3:33])=[C:36](/[F:37])\[CH:23]1[CH2:28][CH2:27][CH:26]([CH2:29][CH2:30][CH3:31])[CH2:25][CH2:24]1. The catalyst class is: 20. (6) Reactant: Cl[C:2]1[CH:7]=[C:6]([CH3:8])[C:5]([N+:9]([O-:11])=[O:10])=[CH:4][N:3]=1.[C:12]1([OH:18])[CH:17]=[CH:16][CH:15]=[CH:14][CH:13]=1.C(=O)([O-])[O-].[K+].[K+].O. Product: [CH3:8][C:6]1[C:5]([N+:9]([O-:11])=[O:10])=[CH:4][N:3]=[C:2]([O:18][C:12]2[CH:17]=[CH:16][CH:15]=[CH:14][CH:13]=2)[CH:7]=1. The catalyst class is: 3. (7) Reactant: [CH3:1][C:2]1[C:7]([CH2:8][OH:9])=[CH:6][N:5]=[C:4]([CH3:10])[C:3]=1[OH:11].Cl.C(=O)([O-])[O-].[K+].[K+].[CH2:19](Cl)[C:20]1[CH:25]=[CH:24][CH:23]=[CH:22][CH:21]=1.O. Product: [CH2:19]([O:11][C:3]1[C:2]([CH3:1])=[C:7]([CH2:8][OH:9])[CH:6]=[N:5][C:4]=1[CH3:10])[C:20]1[CH:25]=[CH:24][CH:23]=[CH:22][CH:21]=1. The catalyst class is: 3.